Dataset: Catalyst prediction with 721,799 reactions and 888 catalyst types from USPTO. Task: Predict which catalyst facilitates the given reaction. Reactant: [C:1]([OH:9])(=O)[C:2]1[CH:7]=[CH:6][CH:5]=[CH:4][CH:3]=1.Cl.C(N=C=NCCCN(C)C)C.ON1C2C=CC=CC=2N=N1.C(N(C(C)C)CC)(C)C.[C:41]([O:45][C:46]([N:48]1[CH2:52][CH2:51][CH2:50][C@H:49]1[CH2:53][NH2:54])=[O:47])([CH3:44])([CH3:43])[CH3:42]. Product: [C:41]([O:45][C:46]([N:48]1[CH2:52][CH2:51][CH2:50][C@H:49]1[CH2:53][NH:54][C:1](=[O:9])[C:2]1[CH:3]=[CH:4][CH:5]=[CH:6][CH:7]=1)=[O:47])([CH3:44])([CH3:43])[CH3:42]. The catalyst class is: 42.